From a dataset of Reaction yield outcomes from USPTO patents with 853,638 reactions. Predict the reaction yield, written as a fraction of the theoretical maximum amount of product (1.0 means a 100% yield; for example, 0.34 means a 34% yield). (1) The reactants are C([NH:5][S:6]([C:9]1[CH:14]=[CH:13][C:12]([C:15]2[N:16]=[CH:17][N:18]([C:20]3[N:25]=[C:24]([C:26]([F:29])([F:28])[F:27])[CH:23]=[C:22]([C:30]4[CH:35]=[CH:34][C:33]([C:36]([F:39])([F:38])[F:37])=[C:32]([CH3:40])[CH:31]=4)[N:21]=3)[CH:19]=2)=[CH:11][CH:10]=1)(=[O:8])=[O:7])(C)(C)C.C(O)(C(F)(F)F)=O. The catalyst is ClCCl. The product is [CH3:40][C:32]1[CH:31]=[C:30]([C:22]2[CH:23]=[C:24]([C:26]([F:27])([F:28])[F:29])[N:25]=[C:20]([N:18]3[CH:19]=[C:15]([C:12]4[CH:13]=[CH:14][C:9]([S:6]([NH2:5])(=[O:8])=[O:7])=[CH:10][CH:11]=4)[N:16]=[CH:17]3)[N:21]=2)[CH:35]=[CH:34][C:33]=1[C:36]([F:39])([F:38])[F:37]. The yield is 0.0700. (2) The reactants are [ClH:1].C(OCC)(=O)C.[F:8][C:9]1[CH:10]=[C:11]([NH:22][C:23]([C@H:25]2[C:34]3[C:29](=[CH:30][C:31]([O:35][CH2:36][CH3:37])=[CH:32][CH:33]=3)[CH2:28][CH2:27][N:26]2C(OC(C)(C)C)=O)=[O:24])[CH:12]=[C:13]([F:21])[C:14]=1[C:15]([CH3:20])([CH3:19])[CH2:16][O:17][CH3:18]. The catalyst is C(OCC)(=O)C. The product is [ClH:1].[F:8][C:9]1[CH:10]=[C:11]([NH:22][C:23]([C@H:25]2[C:34]3[C:29](=[CH:30][C:31]([O:35][CH2:36][CH3:37])=[CH:32][CH:33]=3)[CH2:28][CH2:27][NH:26]2)=[O:24])[CH:12]=[C:13]([F:21])[C:14]=1[C:15]([CH3:19])([CH3:20])[CH2:16][O:17][CH3:18]. The yield is 1.02. (3) The reactants are [Cl:1][C:2]1[N:11]=[C:10](Cl)[C:9]2[C:4](=[CH:5][CH:6]=[CH:7][CH:8]=2)[N:3]=1.[CH3:13][O:14][C:15]1[CH:22]=[CH:21][C:18]([NH:19][CH3:20])=[CH:17][CH:16]=1. The catalyst is CC(O)C.Cl. The product is [ClH:1].[Cl:1][C:2]1[N:11]=[C:10]([N:19]([C:18]2[CH:21]=[CH:22][C:15]([O:14][CH3:13])=[CH:16][CH:17]=2)[CH3:20])[C:9]2[C:4](=[CH:5][CH:6]=[CH:7][CH:8]=2)[N:3]=1. The yield is 0.660. (4) The reactants are [CH3:1][O:2][C:3]1[CH:4]=[C:5]2[C:9](=[CH:10][CH:11]=1)[N:8]([C:12]1[CH:17]=[CH:16][C:15]([O:18][CH3:19])=[CH:14][CH:13]=1)[CH:7]=[CH:6]2.[Al](Cl)(CC)CC.[C:26](Cl)(=[O:28])[CH3:27]. The catalyst is C(Cl)Cl. The product is [CH3:1][O:2][C:3]1[CH:4]=[C:5]2[C:9](=[CH:10][CH:11]=1)[N:8]([C:12]1[CH:17]=[CH:16][C:15]([O:18][CH3:19])=[CH:14][CH:13]=1)[CH:7]=[C:6]2[C:26](=[O:28])[CH3:27]. The yield is 0.710. (5) The reactants are [F:1][C:2]1[CH:8]=[CH:7][C:5]([NH2:6])=[CH:4][CH:3]=1.Br[CH:10]([CH3:12])[CH3:11].C([O-])([O-])=O.[K+].[K+]. The catalyst is CN(C=O)C.O. The product is [F:1][C:2]1[CH:8]=[CH:7][C:5]([NH:6][CH:10]([CH3:12])[CH3:11])=[CH:4][CH:3]=1. The yield is 0.430. (6) The product is [C:1]([C:5]1[CH:9]=[C:8]([C:10]([O:12][CH2:13][CH3:14])=[O:11])[N:7]([CH2:16][C:17]2[CH:22]=[CH:21][C:20]([CH2:23][O:24][CH2:40][O:41][CH3:42])=[CH:19][CH:18]=2)[N:6]=1)([CH3:4])([CH3:2])[CH3:3]. The reactants are [C:1]([C:5]1[CH:9]=[C:8]([C:10]([O:12][CH2:13][CH3:14])=[O:11])[NH:7][N:6]=1)([CH3:4])([CH3:3])[CH3:2].Cl[CH2:16][C:17]1[CH:22]=[CH:21][C:20]([CH2:23][OH:24])=[CH:19][CH:18]=1.C(=O)([O-])[O-].[K+].[K+].C(N(C(C)C)C(C)C)C.[CH3:40][O:41][CH2:42]Cl. The catalyst is O1CCCC1.O.CN(C)C=O. The yield is 0.350. (7) The reactants are [Br:1][C:2]1[CH:3]=[C:4]([N:13]([CH2:22][CH3:23])[C@H:14]2[CH2:19][CH2:18][C@H:17]([NH:20][CH3:21])[CH2:16][CH2:15]2)[C:5]([CH3:12])=[C:6]([CH:11]=1)[C:7]([O:9][CH3:10])=[O:8].Br[CH2:25][CH2:26][O:27][CH3:28].C([O-])([O-])=O.[K+].[K+]. The catalyst is C(#N)C.O. The product is [Br:1][C:2]1[CH:3]=[C:4]([N:13]([CH2:22][CH3:23])[C@H:14]2[CH2:19][CH2:18][C@H:17]([N:20]([CH2:25][CH2:26][O:27][CH3:28])[CH3:21])[CH2:16][CH2:15]2)[C:5]([CH3:12])=[C:6]([CH:11]=1)[C:7]([O:9][CH3:10])=[O:8]. The yield is 0.693.